Dataset: Full USPTO retrosynthesis dataset with 1.9M reactions from patents (1976-2016). Task: Predict the reactants needed to synthesize the given product. Given the product [Br:1][C:2]1[CH:8]=[CH:7][C:6]([N+:9]([O-:11])=[O:10])=[CH:5][C:3]=1[NH:4][C:19](=[O:20])[O:21][CH3:22], predict the reactants needed to synthesize it. The reactants are: [Br:1][C:2]1[CH:8]=[CH:7][C:6]([N+:9]([O-:11])=[O:10])=[CH:5][C:3]=1[NH2:4].N1C=CC=CC=1.Cl[C:19]([O:21][CH3:22])=[O:20].